From a dataset of Catalyst prediction with 721,799 reactions and 888 catalyst types from USPTO. Predict which catalyst facilitates the given reaction. (1) Reactant: Cl[C:2]1[C:11]2[C:6](=[CH:7][C:8]([O:14][CH2:15][CH2:16][O:17][CH3:18])=[C:9]([C:12]#[N:13])[CH:10]=2)[N:5]=[CH:4][CH:3]=1.[F:19][C:20]1[C:28]([OH:29])=[CH:27][CH:26]=[C:25]2[C:21]=1[CH:22]=[C:23]([CH3:30])[NH:24]2. Product: [C:12]([C:9]1[CH:10]=[C:11]2[C:6](=[CH:7][C:8]=1[O:14][CH2:15][CH2:16][O:17][CH3:18])[N:5]=[CH:4][CH:3]=[C:2]2[O:29][C:28]1[C:20]([F:19])=[C:21]2[C:25](=[CH:26][CH:27]=1)[NH:24][C:23]([CH3:30])=[CH:22]2)#[N:13]. The catalyst class is: 3. (2) The catalyst class is: 2. Product: [CH3:4][CH2:3][CH2:2][CH:1]([CH3:7])[CH3:6].[CH3:30][N:31]([O:32][CH3:33])[C:9](=[O:11])[CH2:8][C@@H:7]([C:1]1[CH:2]=[CH:3][CH:4]=[CH:5][CH:6]=1)[NH:12][C:13]([O:15][C:16]([CH3:19])([CH3:18])[CH3:17])=[O:14]. Reactant: [C:1]1([C@@H:7]([NH:12][C:13]([O:15][C:16]([CH3:19])([CH3:18])[CH3:17])=[O:14])[CH2:8][C:9]([OH:11])=O)[CH:6]=[CH:5][CH:4]=[CH:3][CH:2]=1.CCN(C(C)C)C(C)C.Cl.[CH3:30][NH:31][O:32][CH3:33].CN(C(ON1N=NC2C=CC=NC1=2)=[N+](C)C)C.F[P-](F)(F)(F)(F)F. (3) Reactant: C(OC([N:8]1[CH2:13][CH2:12][N:11]([C:14]([C:16]2[CH:21]([C:22]3[CH:27]=[C:26]([Cl:28])[CH:25]=[C:24]([Cl:29])[CH:23]=3)[C:20]([C:30]([O:32][CH2:33][CH2:34][CH:35]([C:42]3[CH:47]=[CH:46][CH:45]=[CH:44][CH:43]=3)[C:36]3[CH:41]=[CH:40][CH:39]=[CH:38][CH:37]=3)=[O:31])=[C:19]([CH3:48])[NH:18][C:17]=2[CH3:49])=[O:15])[CH2:10][CH2:9]1)=O)(C)(C)C.FC(F)(F)C([O-])=O. The catalyst class is: 4. Product: [C:42]1([CH:35]([C:36]2[CH:37]=[CH:38][CH:39]=[CH:40][CH:41]=2)[CH2:34][CH2:33][O:32][C:30](=[O:31])[C:20]2[C:21]([C:22]3[CH:23]=[C:24]([Cl:29])[CH:25]=[C:26]([Cl:28])[CH:27]=3)=[C:16]([C:14]([N:11]3[CH2:12][CH2:13][NH:8][CH2:9][CH2:10]3)=[O:15])[C:17]([CH3:49])=[N:18][C:19]=2[CH3:48])[CH:47]=[CH:46][CH:45]=[CH:44][CH:43]=1.